Predict the reactants needed to synthesize the given product. From a dataset of Full USPTO retrosynthesis dataset with 1.9M reactions from patents (1976-2016). (1) Given the product [N:20]1([C:18]([C:15]2[CH:14]=[CH:13][C:12]([C:9]3[CH:10]=[CH:11][C:6]4[N:7]([C:3]([C:1]#[C:2][C:27]5[CH:28]=[C:29]([NH:33][S:34]([CH3:37])(=[O:35])=[O:36])[CH:30]=[CH:31][CH:32]=5)=[CH:4][N:5]=4)[N:8]=3)=[CH:17][CH:16]=2)=[O:19])[CH2:21][CH2:22][O:23][CH2:24][CH2:25]1, predict the reactants needed to synthesize it. The reactants are: [C:1]([C:3]1[N:7]2[N:8]=[C:9]([C:12]3[CH:17]=[CH:16][C:15]([C:18]([N:20]4[CH2:25][CH2:24][O:23][CH2:22][CH2:21]4)=[O:19])=[CH:14][CH:13]=3)[CH:10]=[CH:11][C:6]2=[N:5][CH:4]=1)#[CH:2].I[C:27]1[CH:28]=[C:29]([NH:33][S:34]([CH3:37])(=[O:36])=[O:35])[CH:30]=[CH:31][CH:32]=1. (2) The reactants are: [Si:1]([N:8]1[CH2:13][CH2:12][NH:11][CH2:10][CH2:9]1)([C:4]([CH3:7])([CH3:6])[CH3:5])([CH3:3])[CH3:2].[C:14]([O:18][CH3:19])(=[O:17])[CH:15]=[CH2:16]. Given the product [Si:1]([N:8]1[CH2:13][CH2:12][N:11]([CH2:16][CH2:15][C:14]([O:18][CH3:19])=[O:17])[CH2:10][CH2:9]1)([C:4]([CH3:7])([CH3:5])[CH3:6])([CH3:3])[CH3:2], predict the reactants needed to synthesize it. (3) Given the product [CH:1]1([C@H:7]([NH:12][C:13]([C:15]2[C:24]([NH:25][C:26]([NH:28][C:29]3[C:34]([CH3:35])=[CH:33][C:32]([CH3:36])=[CH:31][C:30]=3[CH3:37])=[O:27])=[CH:23][C:22]3[C:17](=[CH:18][CH:19]=[CH:20][CH:21]=3)[CH:16]=2)=[O:14])[C:8]([OH:10])=[O:9])[CH2:2][CH2:3][CH2:4][CH2:5][CH2:6]1, predict the reactants needed to synthesize it. The reactants are: [CH:1]1([C@H:7]([NH:12][C:13]([C:15]2[C:24]([NH:25][C:26]([NH:28][C:29]3[C:34]([CH3:35])=[CH:33][C:32]([CH3:36])=[CH:31][C:30]=3[CH3:37])=[O:27])=[CH:23][C:22]3[C:17](=[CH:18][CH:19]=[CH:20][CH:21]=3)[CH:16]=2)=[O:14])[C:8]([O:10]C)=[O:9])[CH2:6][CH2:5][CH2:4][CH2:3][CH2:2]1.CC1C=CC=C(C)C=1NC(NC1C(C(NCCC(OC)=O)=O)=CC2C(C=1)=CC=CC=2)=O.O1CCOCC1. (4) Given the product [O:68]1[C:69]2[CH:70]=[CH:50][CH:49]=[CH:48][C:47]=2[N:46]=[C:65]1[O:29][C:26]1[CH:27]=[CH:28][C:23]([O:22][CH2:21][CH:6]([OH:5])[CH2:7][N:8]2[CH2:9][CH2:10][C:11]([C:15]3[CH:20]=[CH:19][CH:18]=[CH:17][CH:16]=3)([OH:14])[CH2:12][CH2:13]2)=[CH:24][CH:25]=1, predict the reactants needed to synthesize it. The reactants are: CC(C)=O.[OH:5][CH:6]([CH2:21][O:22][C:23]1[CH:28]=[CH:27][C:26]([OH:29])=[CH:25][CH:24]=1)[CH2:7][N:8]1[CH2:13][CH2:12][C:11]([C:15]2[CH:20]=[CH:19][CH:18]=[CH:17][CH:16]=2)([OH:14])[CH2:10][CH2:9]1.C(OC1C=CC(OCC(O)C[N:46]2C[CH2:50][C:49](C3C=CC=CC=3)(O)[CH2:48][CH2:47]2)=CC=1)C1C=CC=CC=1.C(O)C.[C:65]([O:68][CH2:69][CH3:70])(=O)C. (5) Given the product [C:12]([O:11][C:9]([N:1]1[C@@H:56]([C@@H:23]([O:22][CH2:15][C:16]2[CH:21]=[CH:20][CH:19]=[CH:18][CH:17]=2)[C@@H:24]([N:41]([CH2:49][C:50]2[CH:55]=[CH:54][CH:53]=[CH:52][CH:51]=2)[CH2:42][C:43]2[CH:48]=[CH:47][CH:46]=[CH:45][CH:44]=2)[CH2:25][C:26]2[CH:31]=[C:30]([F:32])[CH:29]=[C:28]([O:33][CH2:34][C:35]3[CH:40]=[CH:39][CH:38]=[CH:37][CH:36]=3)[CH:27]=2)[CH2:57][O:58][C@@H:59]([O:67][CH2:66][C:65]([F:69])([F:68])[F:64])[C@@H:60]1[CH3:62])=[O:10])([CH3:13])([CH3:14])[CH3:70], predict the reactants needed to synthesize it. The reactants are: [N:1]([C:9]([O:11][CH:12]([CH3:14])[CH3:13])=[O:10])=[N:1][C:9]([O:11][CH:12]([CH3:14])[CH3:13])=[O:10].[CH2:15]([O:22][C@H:23]([C@@H:56]1N[C@@H:60]([CH3:62])[CH:59](O)[O:58][CH2:57]1)[C@@H:24]([N:41]([CH2:49][C:50]1[CH:55]=[CH:54][CH:53]=[CH:52][CH:51]=1)[CH2:42][C:43]1[CH:48]=[CH:47][CH:46]=[CH:45][CH:44]=1)[CH2:25][C:26]1[CH:31]=[C:30]([F:32])[CH:29]=[C:28]([O:33][CH2:34][C:35]2[CH:40]=[CH:39][CH:38]=[CH:37][CH:36]=2)[CH:27]=1)[C:16]1[CH:21]=[CH:20][CH:19]=[CH:18][CH:17]=1.[F:64][C:65]([F:69])([F:68])[CH2:66][OH:67].[C:70]1(P(C2C=CC=CC=2)C2C=CC=CC=2)C=CC=CC=1.